This data is from Forward reaction prediction with 1.9M reactions from USPTO patents (1976-2016). The task is: Predict the product of the given reaction. (1) Given the reactants [F:1][C:2]1[CH:14]=[C:13]([N+:15]([O-])=O)[CH:12]=[CH:11][C:3]=1[O:4][C:5]1[CH:10]=[CH:9][N:8]=[CH:7][CH:6]=1.[Cl-].[NH4+], predict the reaction product. The product is: [F:1][C:2]1[CH:14]=[C:13]([CH:12]=[CH:11][C:3]=1[O:4][C:5]1[CH:10]=[CH:9][N:8]=[CH:7][CH:6]=1)[NH2:15]. (2) Given the reactants C(=O)([O-])[O-].[Cs+].[Cs+].CS([C:11]1[N:12]=[C:13]([O:27][CH2:28][CH2:29][CH3:30])[C:14]2[N:19]=[C:18]([C:20]3[CH:25]=[CH:24][CH:23]=[C:22]([CH3:26])[CH:21]=3)[O:17][C:15]=2[N:16]=1)(=O)=O.[Cl:31][C:32]1[CH:33]=[C:34]([OH:39])[CH:35]=[CH:36][C:37]=1[Cl:38], predict the reaction product. The product is: [Cl:31][C:32]1[CH:33]=[C:34]([CH:35]=[CH:36][C:37]=1[Cl:38])[O:39][C:11]1[N:12]=[C:13]([O:27][CH2:28][CH2:29][CH3:30])[C:14]2[N:19]=[C:18]([C:20]3[CH:25]=[CH:24][CH:23]=[C:22]([CH3:26])[CH:21]=3)[O:17][C:15]=2[N:16]=1. (3) Given the reactants FC1C=C(F)C=CC=1C1C=C(CN2C(=O)C3=CC=CC=C3C2=O)[C:12](=[O:19])N(CC(C)C)N=1.[C:32]([C:35]1[C:36](=[O:60])[N:37]([CH2:50][CH2:51][CH2:52][C:53]2[CH:58]=[CH:57][CH:56]=[CH:55][C:54]=2[Cl:59])[N:38]=[C:39]([C:41]2[CH2:42][C:43]([F:49])(OC)[CH:44]=[CH:45][CH:46]=2)[CH:40]=1)(O)=[O:33], predict the reaction product. The product is: [Cl:59][C:54]1[CH:55]=[CH:56][CH:57]=[CH:58][C:53]=1[CH2:52][CH2:51][CH2:50][N:37]1[C:36](=[O:60])[C:35]([CH2:32][OH:33])=[CH:40][C:39]([C:41]2[CH:46]=[CH:45][C:44]([O:19][CH3:12])=[C:43]([F:49])[CH:42]=2)=[N:38]1. (4) Given the reactants Br[CH2:2][C:3]1[CH:4]=[C:5]2[C:28](=[CH:29][CH:30]=1)[C:9]1=[N:10][O:11][C:12]([C:13]3[C:17]([C:18]([F:21])([F:20])[F:19])=[C:16]([C:22]4[CH:27]=[CH:26][CH:25]=[CH:24][CH:23]=4)[O:15][N:14]=3)=[C:8]1[CH2:7][CH2:6]2.C(O)(=O)C.[NH:35]1[CH2:38][CH:37]([C:39]([O:41][C:42]([CH3:45])([CH3:44])[CH3:43])=[O:40])[CH2:36]1.C(N(CC)CC)C, predict the reaction product. The product is: [C:22]1([C:16]2[O:15][N:14]=[C:13]([C:12]3[O:11][N:10]=[C:9]4[C:28]5[C:5]([CH2:6][CH2:7][C:8]=34)=[CH:4][C:3]([CH2:2][N:35]3[CH2:36][CH:37]([C:39]([O:41][C:42]([CH3:45])([CH3:44])[CH3:43])=[O:40])[CH2:38]3)=[CH:30][CH:29]=5)[C:17]=2[C:18]([F:20])([F:21])[F:19])[CH:27]=[CH:26][CH:25]=[CH:24][CH:23]=1.